This data is from Catalyst prediction with 721,799 reactions and 888 catalyst types from USPTO. The task is: Predict which catalyst facilitates the given reaction. (1) Reactant: Cl[C:2]1[C:3]2[C:4](=[CH:13][N:14](CC3C=CC(OC)=CC=3)[N:15]=2)[N:5]=[C:6]([C:8]2[S:9][CH:10]=[CH:11][CH:12]=2)[N:7]=1.[NH2:25][C:26]1[CH:31]=[CH:30][C:29]([N:32]2[CH2:37][CH2:36][S:35](=[O:39])(=[O:38])[CH2:34][CH2:33]2)=[CH:28][CH:27]=1.Cl. Product: [S:9]1[CH:10]=[CH:11][CH:12]=[C:8]1[C:6]1[N:7]=[C:2]([NH:25][C:26]2[CH:31]=[CH:30][C:29]([N:32]3[CH2:33][CH2:34][S:35](=[O:39])(=[O:38])[CH2:36][CH2:37]3)=[CH:28][CH:27]=2)[C:3]2[NH:15][N:14]=[CH:13][C:4]=2[N:5]=1. The catalyst class is: 71. (2) Reactant: [Br:1][C:2]1[N:3]=[C:4]([N:26]([CH2:35][C:36]2[CH:41]=[C:40]([O:42][CH2:43][CH3:44])[CH:39]=[C:38]([O:45][CH:46]([CH3:48])[CH3:47])[C:37]=2[F:49])[C:27]2[CH:34]=[CH:33][C:30]([C:31]#[N:32])=[CH:29][CH:28]=2)[N:5]([C:7]([C:20]2[CH:25]=[CH:24][CH:23]=[CH:22][CH:21]=2)([C:14]2[CH:19]=[CH:18][CH:17]=[CH:16][CH:15]=2)[C:8]2[CH:13]=[CH:12][CH:11]=[CH:10][CH:9]=2)[CH:6]=1.[OH2:50].[NH2:51]O. Product: [Br:1][C:2]1[N:3]=[C:4]([N:26]([CH2:35][C:36]2[CH:41]=[C:40]([O:42][CH2:43][CH3:44])[CH:39]=[C:38]([O:45][CH:46]([CH3:48])[CH3:47])[C:37]=2[F:49])[C:27]2[CH:28]=[CH:29][C:30]([C:31]([NH2:51])=[N:32][OH:50])=[CH:33][CH:34]=2)[N:5]([C:7]([C:8]2[CH:13]=[CH:12][CH:11]=[CH:10][CH:9]=2)([C:20]2[CH:25]=[CH:24][CH:23]=[CH:22][CH:21]=2)[C:14]2[CH:15]=[CH:16][CH:17]=[CH:18][CH:19]=2)[CH:6]=1. The catalyst class is: 16. (3) Reactant: [Cl-].O[NH3+:3].[C:4](=[O:7])([O-])[OH:5].[Na+].CS(C)=O.[CH:13]([O:16][C:17]1[CH:22]=[CH:21][C:20]([N:23]2[C:28](=[O:29])[C:27]([CH2:30][C:31]3[CH:36]=[CH:35][C:34]([C:37]4[C:38]([C:43]#[N:44])=[CH:39][CH:40]=[CH:41][CH:42]=4)=[CH:33][CH:32]=3)=[C:26]([CH2:45][CH2:46][CH3:47])[N:25]=[C:24]2[O:48][CH3:49])=[CH:19][CH:18]=1)([CH3:15])[CH3:14]. Product: [CH:13]([O:16][C:17]1[CH:18]=[CH:19][C:20]([N:23]2[C:28](=[O:29])[C:27]([CH2:30][C:31]3[CH:36]=[CH:35][C:34]([C:37]4[CH:42]=[CH:41][CH:40]=[CH:39][C:38]=4[C:43]4[NH:3][C:4](=[O:7])[O:5][N:44]=4)=[CH:33][CH:32]=3)=[C:26]([CH2:45][CH2:46][CH3:47])[N:25]=[C:24]2[O:48][CH3:49])=[CH:21][CH:22]=1)([CH3:15])[CH3:14]. The catalyst class is: 6. (4) Reactant: C[CH2:2][C:3]([C:12]1[CH:17]=[CH:16][C:15]([OH:18])=[CH:14][CH:13]=1)([C:5]1[CH:10]=[CH:9][C:8]([OH:11])=[CH:7][CH:6]=1)C. Product: [CH3:2][CH:3]([C:5]1[CH:10]=[CH:9][C:8]([OH:11])=[CH:7][CH:6]=1)[C:12]1[CH:13]=[CH:14][C:15]([OH:18])=[CH:16][CH:17]=1. The catalyst class is: 2. (5) Reactant: [NH2:1][C:2]1[CH:7]=[CH:6][C:5]([Br:8])=[CH:4][N:3]=1.C([O:12]/[C:13](/[C:23](OC)=[O:24])=[C:14](/OC(=O)C)\[C:15]([O:17][CH3:18])=[O:16])(=O)C. Product: [CH3:18][O:17][C:15]([C:14]1[N:1]=[C:2]2[CH:7]=[CH:6][C:5]([Br:8])=[CH:4][N:3]2[C:23](=[O:24])[C:13]=1[OH:12])=[O:16]. The catalyst class is: 404. (6) Reactant: [C:1]12([CH2:11][C:12]3[CH:17]=[CH:16][N:15]=[CH:14][CH:13]=3)[CH2:10][CH:5]3[CH2:6][CH:7]([CH2:9][CH:3]([CH2:4]3)[CH2:2]1)[CH2:8]2.Cl.C(Cl)[Cl:20]. Product: [ClH:20].[C:1]12([CH2:11][CH:12]3[CH2:17][CH2:16][NH:15][CH2:14][CH2:13]3)[CH2:10][CH:5]3[CH2:4][CH:3]([CH2:9][CH:7]([CH2:6]3)[CH2:8]1)[CH2:2]2. The catalyst class is: 458. (7) Reactant: [CH3:1][O:2][C:3]1[CH:8]=[CH:7][C:6]([C:9]([F:12])([F:11])[F:10])=[CH:5][C:4]=1/[N:13]=[CH:14]/[N:15]([CH3:17])[CH3:16].[Br:18]N1C(=O)CCC1=O. Product: [Br:18][C:5]1[C:6]([C:9]([F:12])([F:11])[F:10])=[CH:7][CH:8]=[C:3]([O:2][CH3:1])[C:4]=1/[N:13]=[CH:14]/[N:15]([CH3:16])[CH3:17]. The catalyst class is: 22. (8) Reactant: [CH2:1]([O:3][C:4](=[O:31])[C:5]([O:23][C:24]1[CH:29]=[CH:28][C:27]([Cl:30])=[CH:26][CH:25]=1)([CH3:22])[CH:6]([C:8]1[CH:13]=[CH:12][C:11]([O:14][CH2:15][C:16]2[CH:21]=[CH:20][CH:19]=[CH:18][CH:17]=2)=[CH:10][CH:9]=1)O)[CH3:2].B(F)(F)F.CCOCC.C([SiH](CC)CC)C.C([O-])([O-])=O.[Na+].[Na+]. Product: [CH2:1]([O:3][C:4](=[O:31])[C:5]([O:23][C:24]1[CH:29]=[CH:28][C:27]([Cl:30])=[CH:26][CH:25]=1)([CH3:22])[CH2:6][C:8]1[CH:9]=[CH:10][C:11]([O:14][CH2:15][C:16]2[CH:21]=[CH:20][CH:19]=[CH:18][CH:17]=2)=[CH:12][CH:13]=1)[CH3:2]. The catalyst class is: 2. (9) Reactant: [OH:1][C:2]1[CH:7]=[CH:6][C:5]([C:8]2[CH:9]([CH3:15])[CH2:10][C:11](=[O:14])[NH:12][N:13]=2)=[CH:4][CH:3]=1.Br[CH2:17][CH2:18][O:19][Si:20]([C:33]([CH3:36])([CH3:35])[CH3:34])([C:27]1[CH:32]=[CH:31][CH:30]=[CH:29][CH:28]=1)[C:21]1[CH:26]=[CH:25][CH:24]=[CH:23][CH:22]=1.C(=O)([O-])[O-].[K+].[K+].O. Product: [Si:20]([O:19][CH2:18][CH2:17][O:1][C:2]1[CH:7]=[CH:6][C:5]([C:8]2[CH:9]([CH3:15])[CH2:10][C:11](=[O:14])[NH:12][N:13]=2)=[CH:4][CH:3]=1)([C:33]([CH3:34])([CH3:35])[CH3:36])([C:27]1[CH:28]=[CH:29][CH:30]=[CH:31][CH:32]=1)[C:21]1[CH:26]=[CH:25][CH:24]=[CH:23][CH:22]=1. The catalyst class is: 3. (10) Reactant: [CH:1]1([N:5]2[CH2:10][CH2:9][N:8]([C:11]3[C:21]4[CH2:20][CH2:19][NH:18][CH2:17][CH2:16][C:15]=4[N:14]=[CH:13][N:12]=3)[CH2:7][CH2:6]2)[CH2:4][CH2:3][CH2:2]1.Br[C:23]1[CH:28]=[CH:27][C:26]([C:29](=[O:31])[CH3:30])=[CH:25][CH:24]=1.C([O-])([O-])=O.[Cs+].[Cs+].C1C=CC(P(C2C(C3C(P(C4C=CC=CC=4)C4C=CC=CC=4)=CC=C4C=3C=CC=C4)=C3C(C=CC=C3)=CC=2)C2C=CC=CC=2)=CC=1. Product: [CH:1]1([N:5]2[CH2:6][CH2:7][N:8]([C:11]3[C:21]4[CH2:20][CH2:19][N:18]([C:23]5[CH:28]=[CH:27][C:26]([C:29](=[O:31])[CH3:30])=[CH:25][CH:24]=5)[CH2:17][CH2:16][C:15]=4[N:14]=[CH:13][N:12]=3)[CH2:9][CH2:10]2)[CH2:4][CH2:3][CH2:2]1. The catalyst class is: 491.